Dataset: NCI-60 drug combinations with 297,098 pairs across 59 cell lines. Task: Regression. Given two drug SMILES strings and cell line genomic features, predict the synergy score measuring deviation from expected non-interaction effect. (1) Drug 1: CC1=C2C(C(=O)C3(C(CC4C(C3C(C(C2(C)C)(CC1OC(=O)C(C(C5=CC=CC=C5)NC(=O)OC(C)(C)C)O)O)OC(=O)C6=CC=CC=C6)(CO4)OC(=O)C)O)C)O. Drug 2: CC12CCC3C(C1CCC2OP(=O)(O)O)CCC4=C3C=CC(=C4)OC(=O)N(CCCl)CCCl.[Na+]. Cell line: HS 578T. Synergy scores: CSS=74.0, Synergy_ZIP=41.3, Synergy_Bliss=40.3, Synergy_Loewe=46.2, Synergy_HSA=41.7. (2) Drug 2: COCCOC1=C(C=C2C(=C1)C(=NC=N2)NC3=CC=CC(=C3)C#C)OCCOC.Cl. Cell line: HCT116. Drug 1: CC(C1=C(C=CC(=C1Cl)F)Cl)OC2=C(N=CC(=C2)C3=CN(N=C3)C4CCNCC4)N. Synergy scores: CSS=17.5, Synergy_ZIP=-5.61, Synergy_Bliss=-0.538, Synergy_Loewe=-1.51, Synergy_HSA=-1.50. (3) Drug 1: CC(CN1CC(=O)NC(=O)C1)N2CC(=O)NC(=O)C2. Drug 2: B(C(CC(C)C)NC(=O)C(CC1=CC=CC=C1)NC(=O)C2=NC=CN=C2)(O)O. Cell line: NCI/ADR-RES. Synergy scores: CSS=0.154, Synergy_ZIP=-0.594, Synergy_Bliss=0.0741, Synergy_Loewe=-1.53, Synergy_HSA=-1.10. (4) Drug 1: CNC(=O)C1=NC=CC(=C1)OC2=CC=C(C=C2)NC(=O)NC3=CC(=C(C=C3)Cl)C(F)(F)F. Drug 2: C(CC(=O)O)C(=O)CN.Cl. Cell line: LOX IMVI. Synergy scores: CSS=3.19, Synergy_ZIP=-0.793, Synergy_Bliss=0.241, Synergy_Loewe=-3.57, Synergy_HSA=-3.06. (5) Drug 1: CC1=C(C=C(C=C1)NC(=O)C2=CC=C(C=C2)CN3CCN(CC3)C)NC4=NC=CC(=N4)C5=CN=CC=C5. Drug 2: CCCCCOC(=O)NC1=NC(=O)N(C=C1F)C2C(C(C(O2)C)O)O. Cell line: ACHN. Synergy scores: CSS=-7.21, Synergy_ZIP=8.34, Synergy_Bliss=4.85, Synergy_Loewe=-9.68, Synergy_HSA=-9.45. (6) Drug 1: C1=CC(=C2C(=C1NCCNCCO)C(=O)C3=C(C=CC(=C3C2=O)O)O)NCCNCCO. Drug 2: CC1C(C(=O)NC(C(=O)N2CCCC2C(=O)N(CC(=O)N(C(C(=O)O1)C(C)C)C)C)C(C)C)NC(=O)C3=C4C(=C(C=C3)C)OC5=C(C(=O)C(=C(C5=N4)C(=O)NC6C(OC(=O)C(N(C(=O)CN(C(=O)C7CCCN7C(=O)C(NC6=O)C(C)C)C)C)C(C)C)C)N)C. Cell line: SF-268. Synergy scores: CSS=48.1, Synergy_ZIP=4.07, Synergy_Bliss=4.68, Synergy_Loewe=3.20, Synergy_HSA=4.89. (7) Drug 1: CCC1=CC2CC(C3=C(CN(C2)C1)C4=CC=CC=C4N3)(C5=C(C=C6C(=C5)C78CCN9C7C(C=CC9)(C(C(C8N6C)(C(=O)OC)O)OC(=O)C)CC)OC)C(=O)OC.C(C(C(=O)O)O)(C(=O)O)O. Drug 2: CC1=C(N=C(N=C1N)C(CC(=O)N)NCC(C(=O)N)N)C(=O)NC(C(C2=CN=CN2)OC3C(C(C(C(O3)CO)O)O)OC4C(C(C(C(O4)CO)O)OC(=O)N)O)C(=O)NC(C)C(C(C)C(=O)NC(C(C)O)C(=O)NCCC5=NC(=CS5)C6=NC(=CS6)C(=O)NCCC[S+](C)C)O. Cell line: SR. Synergy scores: CSS=82.6, Synergy_ZIP=-0.897, Synergy_Bliss=-1.29, Synergy_Loewe=0.381, Synergy_HSA=1.65. (8) Drug 1: CC1=C(C(=CC=C1)Cl)NC(=O)C2=CN=C(S2)NC3=CC(=NC(=N3)C)N4CCN(CC4)CCO. Drug 2: C1=NNC2=C1C(=O)NC=N2. Cell line: U251. Synergy scores: CSS=8.86, Synergy_ZIP=-3.42, Synergy_Bliss=-0.129, Synergy_Loewe=-6.89, Synergy_HSA=-2.13. (9) Cell line: NCI-H460. Drug 2: C(CCl)NC(=O)N(CCCl)N=O. Drug 1: CN(C(=O)NC(C=O)C(C(C(CO)O)O)O)N=O. Synergy scores: CSS=58.5, Synergy_ZIP=-1.72, Synergy_Bliss=-3.20, Synergy_Loewe=-10.3, Synergy_HSA=-3.31. (10) Drug 1: C1=CC(=CC=C1CC(C(=O)O)N)N(CCCl)CCCl.Cl. Drug 2: C1CN(CCN1C(=O)CCBr)C(=O)CCBr. Cell line: HCT-15. Synergy scores: CSS=29.2, Synergy_ZIP=-2.82, Synergy_Bliss=7.72, Synergy_Loewe=3.56, Synergy_HSA=5.98.